This data is from Peptide-MHC class II binding affinity with 134,281 pairs from IEDB. The task is: Regression. Given a peptide amino acid sequence and an MHC pseudo amino acid sequence, predict their binding affinity value. This is MHC class II binding data. (1) The peptide sequence is CGSLIGMTNRATWAS. The MHC is DRB1_1301 with pseudo-sequence DRB1_1301. The binding affinity (normalized) is 0.750. (2) The peptide sequence is AAAGLAAAAPLESRQ. The MHC is DRB1_1001 with pseudo-sequence DRB1_1001. The binding affinity (normalized) is 0.747. (3) The peptide sequence is APNGGFRRIPRGALH. The MHC is DRB4_0101 with pseudo-sequence DRB4_0103. The binding affinity (normalized) is 0.792. (4) The peptide sequence is VTANRAELKALIASN. The MHC is HLA-DPA10103-DPB10401 with pseudo-sequence HLA-DPA10103-DPB10401. The binding affinity (normalized) is 0.203. (5) The peptide sequence is DPDKDVDIMVRDGQL. The MHC is HLA-DPA10103-DPB10201 with pseudo-sequence HLA-DPA10103-DPB10201. The binding affinity (normalized) is 0.0811. (6) The peptide sequence is SIKAVYNFATCGIFA. The MHC is DRB5_0101 with pseudo-sequence DRB5_0101. The binding affinity (normalized) is 0.555. (7) The peptide sequence is LVTMPIGYVTHGFNL. The MHC is DRB1_0301 with pseudo-sequence DRB1_0301. The binding affinity (normalized) is 0.340. (8) The peptide sequence is EVIPTAFSIGKTYKP. The binding affinity (normalized) is 0.126. The MHC is HLA-DQA10301-DQB10302 with pseudo-sequence HLA-DQA10301-DQB10302.